The task is: Predict the product of the given reaction.. This data is from Forward reaction prediction with 1.9M reactions from USPTO patents (1976-2016). Given the reactants Br[C:2]1[CH:7]=[C:6]([NH:8][C:9](=[O:20])[C:10]2[C:15]([Cl:16])=[CH:14][C:13]([C:17]#[N:18])=[CH:12][C:11]=2[Cl:19])[CH:5]=[CH:4][N:3]=1.[N:21]1[CH:26]=[CH:25][C:24]([NH2:27])=[N:23][CH:22]=1.CC1(C)C2C(=C(P(C3C=CC=CC=3)C3C=CC=CC=3)C=CC=2)OC2C(P(C3C=CC=CC=3)C3C=CC=CC=3)=CC=CC1=2.C([O-])([O-])=O.[Cs+].[Cs+], predict the reaction product. The product is: [Cl:19][C:11]1[CH:12]=[C:13]([C:17]#[N:18])[CH:14]=[C:15]([Cl:16])[C:10]=1[C:9]([NH:8][C:6]1[CH:5]=[CH:4][N:3]=[C:2]([NH:27][C:24]2[CH:25]=[CH:26][N:21]=[CH:22][N:23]=2)[CH:7]=1)=[O:20].